From a dataset of HIV replication inhibition screening data with 41,000+ compounds from the AIDS Antiviral Screen. Binary Classification. Given a drug SMILES string, predict its activity (active/inactive) in a high-throughput screening assay against a specified biological target. The molecule is Cc1nc2c(-c3ccccc3)[nH]c(C)c2c(=O)o1. The result is 0 (inactive).